From a dataset of Reaction yield outcomes from USPTO patents with 853,638 reactions. Predict the reaction yield, written as a fraction of the theoretical maximum amount of product (1.0 means a 100% yield; for example, 0.34 means a 34% yield). (1) The reactants are [OH:1]CCC1C=CC(CCO)=CC=1.C1N2CCN(CC2)C1.[C:21]1([CH3:31])[CH:26]=[CH:25][C:24]([S:27](Cl)(=[O:29])=[O:28])=[CH:23][CH:22]=1. The catalyst is C1COCC1. The product is [C:21]1([CH3:31])[CH:26]=[CH:25][C:24]([S:27]([OH:1])(=[O:29])=[O:28])=[CH:23][CH:22]=1. The yield is 0.430. (2) The reactants are [CH:1]([C:4]1[N:5]=[C:6]([C:9]2[CH:18]=[C:17](O)[C:16]3[C:11](=[CH:12][C:13]([O:20][CH3:21])=[CH:14][CH:15]=3)[N:10]=2)[S:7][CH:8]=1)([CH3:3])[CH3:2].P(Cl)(Cl)([Cl:24])=O. No catalyst specified. The product is [Cl:24][C:17]1[C:16]2[C:11](=[CH:12][C:13]([O:20][CH3:21])=[CH:14][CH:15]=2)[N:10]=[C:9]([C:6]2[S:7][CH:8]=[C:4]([CH:1]([CH3:3])[CH3:2])[N:5]=2)[CH:18]=1. The yield is 0.620. (3) The reactants are [CH3:1][O:2][C:3]1[CH:4]=[C:5]([N:11]([CH3:25])[S:12]([C:15]2[CH:20]=[CH:19][C:18]([CH2:21][CH2:22][CH2:23]O)=[CH:17][CH:16]=2)(=[O:14])=[O:13])[CH:6]=[CH:7][C:8]=1[O:9][CH3:10].[C:26]1(=[O:36])[NH:30][C:29](=[O:31])[C:28]2=[CH:32][CH:33]=[CH:34][CH:35]=[C:27]12.C1(P(C2C=CC=CC=2)C2C=CC=CC=2)C=CC=CC=1.Cl. The catalyst is O1CCCC1.[Cl-].[Na+].O. The product is [CH3:1][O:2][C:3]1[CH:4]=[C:5]([N:11]([CH3:25])[S:12]([C:15]2[CH:16]=[CH:17][C:18]([CH2:21][CH2:22][CH2:23][N:30]3[C:26](=[O:36])[C:27]4[C:28](=[CH:32][CH:33]=[CH:34][CH:35]=4)[C:29]3=[O:31])=[CH:19][CH:20]=2)(=[O:13])=[O:14])[CH:6]=[CH:7][C:8]=1[O:9][CH3:10]. The yield is 0.720. (4) The product is [CH3:32][O:31][C:6]1[CH:7]=[C:8]2[C:13](=[CH:14][C:5]=1[O:4][CH2:3][CH2:2][N:37]1[CH2:38][CH2:39][N:34]([CH3:33])[CH2:35][CH2:36]1)[N:12]=[CH:11][CH:10]=[C:9]2[O:15][C:16]1[CH:21]=[CH:20][C:19]([CH3:22])=[CH:18][C:17]=1[C:23]([C:25]1[CH:30]=[CH:29][CH:28]=[CH:27][CH:26]=1)=[O:24]. The reactants are Cl[CH2:2][CH2:3][O:4][C:5]1[CH:14]=[C:13]2[C:8]([C:9]([O:15][C:16]3[CH:21]=[CH:20][C:19]([CH3:22])=[CH:18][C:17]=3[C:23]([C:25]3[CH:30]=[CH:29][CH:28]=[CH:27][CH:26]=3)=[O:24])=[CH:10][CH:11]=[N:12]2)=[CH:7][C:6]=1[O:31][CH3:32].[CH3:33][N:34]1[CH2:39][CH2:38][NH:37][CH2:36][CH2:35]1.C(=O)([O-])[O-].[K+].[K+].O. The catalyst is CN(C)C=O. The yield is 0.520.